Dataset: Peptide-MHC class I binding affinity with 185,985 pairs from IEDB/IMGT. Task: Regression. Given a peptide amino acid sequence and an MHC pseudo amino acid sequence, predict their binding affinity value. This is MHC class I binding data. (1) The peptide sequence is SVKERGPAY. The MHC is HLA-B40:01 with pseudo-sequence HLA-B40:01. The binding affinity (normalized) is 0.0847. (2) The peptide sequence is NHYLCLNCL. The MHC is HLA-A02:19 with pseudo-sequence HLA-A02:19. The binding affinity (normalized) is 0.0847.